This data is from Full USPTO retrosynthesis dataset with 1.9M reactions from patents (1976-2016). The task is: Predict the reactants needed to synthesize the given product. (1) Given the product [N:17]1([CH2:16][C:12]2[NH:11][C:15]([CH:4]=[O:5])=[CH:14][CH:13]=2)[CH2:18][CH2:19][O:20][CH2:21][CH2:22]1, predict the reactants needed to synthesize it. The reactants are: CN([CH:4]=[O:5])C.O=P(Cl)(Cl)Cl.[NH:11]1[CH:15]=[CH:14][CH:13]=[C:12]1[CH2:16][N:17]1[CH2:22][CH2:21][O:20][CH2:19][CH2:18]1.C([O-])(=O)C.[K+].[OH-].[Na+]. (2) Given the product [Br:40][C:32]1[C:31](=[O:38])[N:30]([CH3:39])[N:29]=[C:28]([C:24]2[CH:25]=[CH:26][CH:27]=[C:17]([N:10]3[N:9]=[CH:8][C:7]4[C:12](=[C:13]([F:15])[CH:14]=[C:5]([C:1]([CH3:3])([CH3:2])[CH3:4])[CH:6]=4)[C:11]3=[O:16])[C:18]=2[CH2:19][O:20][C:21](=[O:23])[CH3:22])[CH:33]=1.[C:42]([OH:45])(=[O:44])[CH3:43], predict the reactants needed to synthesize it. The reactants are: [C:1]([C:5]1[CH:6]=[C:7]2[C:12](=[C:13]([F:15])[CH:14]=1)[C:11](=[O:16])[N:10]([C:17]1[CH:27]=[CH:26][CH:25]=[C:24]([C:28]3[CH:33]=[C:32]([Si](C)(C)C)[C:31](=[O:38])[N:30]([CH3:39])[N:29]=3)[C:18]=1[CH2:19][O:20][C:21](=[O:23])[CH3:22])[N:9]=[CH:8]2)([CH3:4])([CH3:3])[CH3:2].[Br-:40].[K+].[C:42]([O-:45])(=[O:44])[CH3:43].[K+].BrBr. (3) Given the product [Cl:1][C:2]1[CH:3]=[C:4]([C@H:8]([O:20][CH2:21][CH2:22][NH:23][C:24]([O:26][CH3:27])=[O:25])[C:9]2[CH:10]=[C:11]([CH:16]=[CH:17][C:18]=2[CH3:19])[C:12]([OH:14])=[O:13])[CH:5]=[CH:6][CH:7]=1, predict the reactants needed to synthesize it. The reactants are: [Cl:1][C:2]1[CH:3]=[C:4]([C@H:8]([O:20][CH2:21][CH2:22][NH:23][C:24]([O:26][CH3:27])=[O:25])[C:9]2[CH:10]=[C:11]([CH:16]=[CH:17][C:18]=2[CH3:19])[C:12]([O:14]C)=[O:13])[CH:5]=[CH:6][CH:7]=1.[OH-].[Na+].C1COCC1. (4) Given the product [CH2:1]([N:8]1[C:12]2=[C:13]([N:18]3[CH2:27][CH2:26][C:25]4[C:20](=[CH:21][CH:22]=[CH:23][CH:24]=4)[CH2:19]3)[N:14]=[C:15]([SH:30])[CH:16]=[C:11]2[C:10]([CH3:28])=[C:9]1[CH3:29])[C:2]1[CH:7]=[CH:6][CH:5]=[CH:4][CH:3]=1, predict the reactants needed to synthesize it. The reactants are: [CH2:1]([N:8]1[C:12]2=[C:13]([N:18]3[CH2:27][CH2:26][C:25]4[C:20](=[CH:21][CH:22]=[CH:23][CH:24]=4)[CH2:19]3)[N:14]=[C:15](Cl)[CH:16]=[C:11]2[C:10]([CH3:28])=[C:9]1[CH3:29])[C:2]1[CH:7]=[CH:6][CH:5]=[CH:4][CH:3]=1.[SH-:30].[Na+].O. (5) Given the product [O:46]=[C:40]1[CH:39]([N:33]2[CH2:32][C:31]3[C:35](=[CH:36][CH:37]=[C:29]([CH2:28][NH:27][C:3](=[O:5])[C:2]([F:1])([F:20])[C:6]4[CH:11]=[CH:10][CH:9]=[C:8]([CH2:12][N:13]5[CH2:18][CH2:17][N:16]([CH3:19])[CH2:15][CH2:14]5)[CH:7]=4)[CH:30]=3)[C:34]2=[O:38])[CH2:44][CH2:43][C:42](=[O:45])[NH:41]1, predict the reactants needed to synthesize it. The reactants are: [F:1][C:2]([F:20])([C:6]1[CH:11]=[CH:10][CH:9]=[C:8]([CH2:12][N:13]2[CH2:18][CH2:17][N:16]([CH3:19])[CH2:15][CH2:14]2)[CH:7]=1)[C:3]([OH:5])=O.P(Cl)(Cl)(Cl)=O.Cl.[NH2:27][CH2:28][C:29]1[CH:30]=[C:31]2[C:35](=[CH:36][CH:37]=1)[C:34](=[O:38])[N:33]([CH:39]1[CH2:44][CH2:43][C:42](=[O:45])[NH:41][C:40]1=[O:46])[CH2:32]2.C(=O)(O)[O-].[Na+]. (6) Given the product [Si:26]([O:15][CH:14]1[C:7]2=[N:6][C:5]([CH3:16])=[C:4]([CH2:3][CH2:2][Cl:1])[C:9](=[O:10])[N:8]2[CH2:11][CH2:12][CH2:13]1)([C:22]([CH3:25])([CH3:24])[CH3:23])([CH3:29])[CH3:28], predict the reactants needed to synthesize it. The reactants are: [Cl:1][CH2:2][CH2:3][C:4]1[C:9](=[O:10])[N:8]2[CH2:11][CH2:12][CH2:13][CH:14]([OH:15])[C:7]2=[N:6][C:5]=1[CH3:16].N1C=CN=C1.[C:22]([Si:26]([CH3:29])([CH3:28])Cl)([CH3:25])([CH3:24])[CH3:23].